This data is from Forward reaction prediction with 1.9M reactions from USPTO patents (1976-2016). The task is: Predict the product of the given reaction. (1) Given the reactants Br[C:2]1[CH:3]=[C:4]([N:8]2[CH2:13][CH2:12][CH:11]([N:14]3[CH2:19][CH2:18][O:17][CH2:16][CH2:15]3)[CH2:10][CH2:9]2)[CH:5]=[CH:6][CH:7]=1.[B:20]1([B:20]2[O:24][C:23]([CH3:26])([CH3:25])[C:22]([CH3:28])([CH3:27])[O:21]2)[O:24][C:23]([CH3:26])([CH3:25])[C:22]([CH3:28])([CH3:27])[O:21]1.C(Cl)Cl.C([O-])(=O)C, predict the reaction product. The product is: [CH3:27][C:22]1([CH3:28])[C:23]([CH3:26])([CH3:25])[O:24][B:20]([C:2]2[CH:3]=[C:4]([N:8]3[CH2:13][CH2:12][CH:11]([N:14]4[CH2:19][CH2:18][O:17][CH2:16][CH2:15]4)[CH2:10][CH2:9]3)[CH:5]=[CH:6][CH:7]=2)[O:21]1. (2) Given the reactants [C:1]1([O:7][CH3:8])[CH:6]=[CH:5][CH:4]=[CH:3][CH:2]=1.C(=O)([O-])O.[Na+].[C:14](O)(=[O:16])[CH3:15], predict the reaction product. The product is: [CH3:8][O:7][C:1]1[CH:6]=[CH:5][C:4]([C:14](=[O:16])[CH3:15])=[CH:3][CH:2]=1.